Dataset: NCI-60 drug combinations with 297,098 pairs across 59 cell lines. Task: Regression. Given two drug SMILES strings and cell line genomic features, predict the synergy score measuring deviation from expected non-interaction effect. Drug 1: C1CCN(CC1)CCOC2=CC=C(C=C2)C(=O)C3=C(SC4=C3C=CC(=C4)O)C5=CC=C(C=C5)O. Drug 2: N.N.Cl[Pt+2]Cl. Cell line: SNB-19. Synergy scores: CSS=2.91, Synergy_ZIP=1.45, Synergy_Bliss=3.26, Synergy_Loewe=-0.183, Synergy_HSA=0.195.